This data is from Choline transporter screen with 302,306 compounds. The task is: Binary Classification. Given a drug SMILES string, predict its activity (active/inactive) in a high-throughput screening assay against a specified biological target. (1) The compound is s1c(C(=O)Nc2n(c(c(c2C#N)c2ccccc2)c2ccccc2)Cc2occc2)ccc1. The result is 0 (inactive). (2) The compound is Clc1cc(c(OCC(=O)Nc2c(N3CCOCC3)cccc2)cc1)C. The result is 0 (inactive). (3) The molecule is Brc1cc(C(=O)/N=C2\N(Cc3c2cccc3)c2ccc(OC)cc2)cnc1. The result is 0 (inactive). (4) The molecule is S(=O)(=O)(N1CCC(CC1)C(=O)N1CCN(CC1)c1ccccc1)c1c2ncccc2ccc1. The result is 0 (inactive). (5) The drug is S(c1n(c2ccc(OC)cc2)c(=O)c2c(n1)cccc2)CC(=O)N\N=C\c1c(OCC(O)=O)cccc1. The result is 0 (inactive). (6) The molecule is O=C(NCC(=O)Nc1c(cccc1C)C)C(NC(=O)c1ccccc1)Cc1ccccc1. The result is 0 (inactive).